Regression. Given a peptide amino acid sequence and an MHC pseudo amino acid sequence, predict their binding affinity value. This is MHC class I binding data. From a dataset of Peptide-MHC class I binding affinity with 185,985 pairs from IEDB/IMGT. The peptide sequence is ASTPESANL. The MHC is Mamu-A2201 with pseudo-sequence Mamu-A2201. The binding affinity (normalized) is 0.